Dataset: NCI-60 drug combinations with 297,098 pairs across 59 cell lines. Task: Regression. Given two drug SMILES strings and cell line genomic features, predict the synergy score measuring deviation from expected non-interaction effect. (1) Drug 1: CC1C(C(CC(O1)OC2CC(CC3=C2C(=C4C(=C3O)C(=O)C5=C(C4=O)C(=CC=C5)OC)O)(C(=O)C)O)N)O.Cl. Drug 2: CCC1(CC2CC(C3=C(CCN(C2)C1)C4=CC=CC=C4N3)(C5=C(C=C6C(=C5)C78CCN9C7C(C=CC9)(C(C(C8N6C=O)(C(=O)OC)O)OC(=O)C)CC)OC)C(=O)OC)O.OS(=O)(=O)O. Cell line: NCI/ADR-RES. Synergy scores: CSS=-4.58, Synergy_ZIP=1.60, Synergy_Bliss=0.386, Synergy_Loewe=-3.28, Synergy_HSA=-3.53. (2) Synergy scores: CSS=37.8, Synergy_ZIP=-4.29, Synergy_Bliss=2.36, Synergy_Loewe=1.40, Synergy_HSA=2.53. Drug 2: C1=NC(=NC(=O)N1C2C(C(C(O2)CO)O)O)N. Drug 1: C1C(C(OC1N2C=NC3=C(N=C(N=C32)Cl)N)CO)O. Cell line: U251. (3) Cell line: SF-268. Drug 2: CC12CCC3C(C1CCC2O)C(CC4=C3C=CC(=C4)O)CCCCCCCCCS(=O)CCCC(C(F)(F)F)(F)F. Synergy scores: CSS=3.30, Synergy_ZIP=9.97, Synergy_Bliss=8.27, Synergy_Loewe=4.80, Synergy_HSA=5.64. Drug 1: CC12CCC(CC1=CCC3C2CCC4(C3CC=C4C5=CN=CC=C5)C)O. (4) Drug 1: CC1=CC2C(CCC3(C2CCC3(C(=O)C)OC(=O)C)C)C4(C1=CC(=O)CC4)C. Drug 2: C1CN(CCN1C(=O)CCBr)C(=O)CCBr. Cell line: U251. Synergy scores: CSS=28.6, Synergy_ZIP=-9.79, Synergy_Bliss=-2.79, Synergy_Loewe=-11.9, Synergy_HSA=-0.353. (5) Drug 1: CN(C)N=NC1=C(NC=N1)C(=O)N. Drug 2: C1=CC=C(C=C1)NC(=O)CCCCCCC(=O)NO. Cell line: LOX IMVI. Synergy scores: CSS=42.3, Synergy_ZIP=-14.8, Synergy_Bliss=-11.3, Synergy_Loewe=-7.73, Synergy_HSA=-6.18.